Dataset: Catalyst prediction with 721,799 reactions and 888 catalyst types from USPTO. Task: Predict which catalyst facilitates the given reaction. (1) Reactant: Cl[CH2:2][C:3]([NH:5][C:6]1[C:19]2[C:18](=[O:20])[C:17]3[C:12](=[CH:13][CH:14]=[CH:15][C:16]=3[NH:21][C:22](=[O:25])[CH2:23]Cl)[C:11](=[O:26])[C:10]=2[CH:9]=[CH:8][CH:7]=1)=[O:4].[CH:27]([NH2:30])([CH3:29])[CH3:28]. Product: [CH:27]([NH:30][CH2:2][C:3]([NH:5][C:6]1[C:19]2[C:18](=[O:20])[C:17]3[C:12](=[CH:13][CH:14]=[CH:15][C:16]=3[NH:21][C:22](=[O:25])[CH2:23][NH:5][CH:6]([CH3:19])[CH3:7])[C:11](=[O:26])[C:10]=2[CH:9]=[CH:8][CH:7]=1)=[O:4])([CH3:29])[CH3:28]. The catalyst class is: 9. (2) Reactant: [Cl:1][C:2]1[CH:3]=[C:4]2[C:8](=[CH:9][CH:10]=1)[NH:7][CH:6]=[C:5]2[CH2:11][CH2:12][NH:13][C:14](=[O:23])[C:15]1[CH:20]=[CH:19][C:18]([CH2:21]Cl)=[CH:17][CH:16]=1.[Cl:24][C:25]1[CH:30]=[CH:29][C:28](B(O)O)=[CH:27][CH:26]=1.C(=O)([O-])[O-].[Na+].[Na+].[I-].[Na+]. Product: [Cl:1][C:2]1[CH:3]=[C:4]2[C:8](=[CH:9][CH:10]=1)[NH:7][CH:6]=[C:5]2[CH2:11][CH2:12][NH:13][C:14](=[O:23])[C:15]1[CH:20]=[CH:19][C:18]([CH2:21][C:28]2[CH:29]=[CH:30][C:25]([Cl:24])=[CH:26][CH:27]=2)=[CH:17][CH:16]=1. The catalyst class is: 437.